This data is from Reaction yield outcomes from USPTO patents with 853,638 reactions. The task is: Predict the reaction yield, written as a fraction of the theoretical maximum amount of product (1.0 means a 100% yield; for example, 0.34 means a 34% yield). (1) The reactants are C(OC([NH:8][C@@H:9]([C:17]([OH:19])=O)[CH2:10][C:11]1[CH:16]=[CH:15][CH:14]=[CH:13][CH:12]=1)=O)(C)(C)C.Cl.CN(C)CCCN=C=NCC.ON1C2C=CC=CC=2N=N1.[C:42]1([CH:48]([C:51]2[CH:56]=[CH:55][CH:54]=[CH:53][CH:52]=2)[CH2:49][NH2:50])[CH:47]=[CH:46][CH:45]=[CH:44][CH:43]=1.FC(F)(F)C(O)=O. The catalyst is C(Cl)(Cl)Cl.C(Cl)Cl.CCOCC. The product is [NH2:8][C@H:9]([CH2:10][C:11]1[CH:12]=[CH:13][CH:14]=[CH:15][CH:16]=1)[C:17]([NH:50][CH2:49][CH:48]([C:42]1[CH:47]=[CH:46][CH:45]=[CH:44][CH:43]=1)[C:51]1[CH:56]=[CH:55][CH:54]=[CH:53][CH:52]=1)=[O:19]. The yield is 1.11. (2) The reactants are [H-].[H-].[H-].[H-].[Li+].[Al+3].[CH:7]([C:10]1([CH2:15][C:16](OC)=[O:17])[O:14][CH2:13][CH2:12][O:11]1)([CH3:9])[CH3:8]. The catalyst is C1COCC1. The product is [CH:7]([C:10]1([CH2:15][CH2:16][OH:17])[O:14][CH2:13][CH2:12][O:11]1)([CH3:9])[CH3:8]. The yield is 0.670. (3) The reactants are ClC(OCC(C)C)=O.[O:9]=[C:10]([N:18]1[CH2:22][CH2:21][CH2:20][C@H:19]1[C:23]([OH:25])=O)[C:11](=[O:17])[C:12]([CH3:16])([CH3:15])[CH2:13][CH3:14].[NH3:26].C(O)C. The catalyst is C(Cl)Cl.O. The product is [O:9]=[C:10]([N:18]1[CH2:22][CH2:21][CH2:20][C@H:19]1[C:23]([NH2:26])=[O:25])[C:11](=[O:17])[C:12]([CH3:16])([CH3:15])[CH2:13][CH3:14]. The yield is 0.818. (4) The reactants are Cl.[CH3:2][O:3][C:4](=[O:9])[C@H:5]([CH2:7][SH:8])[NH2:6].[OH-].[Na+].[NH:12]([C:25]([O:27][C:28]([CH3:31])([CH3:30])[CH3:29])=[O:26])[C@H:13]([C:15](SCC1C=CC=CC=1)=[O:16])[CH3:14].C(P(CCCC)CCCC)CCC. The catalyst is CC#N.CCOCC.O. The product is [NH:12]([C:25]([O:27][C:28]([CH3:29])([CH3:31])[CH3:30])=[O:26])[C@H:13]([C:15]([NH:6][C@H:5]([C:4]([O:3][CH3:2])=[O:9])[CH2:7][SH:8])=[O:16])[CH3:14]. The yield is 0.900. (5) The reactants are Cl[S:2]([C:5]1[S:6][C:7]([C:10]2[CH:15]=[CH:14][C:13]([C:16]([O:18][CH3:19])=[O:17])=[CH:12][CH:11]=2)=[CH:8][CH:9]=1)(=[O:4])=[O:3].[NH2:20][C:21]1[O:25][N:24]=[C:23]([CH3:26])[C:22]=1[Br:27]. No catalyst specified. The product is [Br:27][C:22]1[C:23]([CH3:26])=[N:24][O:25][C:21]=1[NH:20][S:2]([C:5]1[S:6][C:7]([C:10]2[CH:15]=[CH:14][C:13]([C:16]([O:18][CH3:19])=[O:17])=[CH:12][CH:11]=2)=[CH:8][CH:9]=1)(=[O:4])=[O:3]. The yield is 0.410. (6) The yield is 0.800. The reactants are [Br:1][C:2]1[CH:10]=[CH:9][C:8]([S:11]([CH2:14][CH3:15])(=[O:13])=[O:12])=[CH:7][C:3]=1[C:4]([NH2:6])=O.C(N(CC)CC)C.FC(F)(F)C(OC(=O)C(F)(F)F)=O.CCOC(C)=O. The product is [Br:1][C:2]1[CH:10]=[CH:9][C:8]([S:11]([CH2:14][CH3:15])(=[O:13])=[O:12])=[CH:7][C:3]=1[C:4]#[N:6]. The catalyst is C1COCC1. (7) The reactants are [N:1]1([CH2:11][CH2:12][N:13]([CH3:15])[CH3:14])[C:10]2[C:5](=[CH:6][CH:7]=[CH:8][CH:9]=2)[CH2:4][CH2:3][CH2:2]1.OS(O)(=O)=O.[N+:21]([O-])([OH:23])=[O:22].[OH-].[Na+]. The catalyst is O. The product is [CH3:14][N:13]([CH3:15])[CH2:12][CH2:11][N:1]1[C:10]2[C:5](=[CH:6][CH:7]=[C:8]([N+:21]([O-:23])=[O:22])[CH:9]=2)[CH2:4][CH2:3][CH2:2]1. The yield is 0.800. (8) No catalyst specified. The yield is 0.670. The reactants are [CH3:1][CH:2]([CH3:5])[CH2:3][SH:4].F[C:7]1[CH:8]=[C:9]([CH3:16])[CH:10]=[CH:11][C:12]=1[N+:13]([O-:15])=[O:14].[CH2:17]([S:21][C:22]1[CH:28]=[C:27]([CH3:29])[CH:26]=[CH:25][C:23]=1[NH2:24])[CH:18]([CH3:20])[CH3:19].[NH2:30][C:31]1SC=[CH:34][N:35]=1. The product is [CH2:3]([S:4][C:7]1[CH:8]=[C:9]([CH3:16])[CH:10]=[CH:11][C:12]=1[N+:13]([O-:15])=[O:14])[CH:2]([CH3:5])[CH3:1].[CH2:17]([S:21][C:22]1[CH:28]=[C:27]([CH3:29])[CH:26]=[CH:25][C:23]=1[NH:24][C:34]([NH:35][C:31]1[S:4][CH:3]=[CH:2][N:30]=1)=[O:14])[CH:18]([CH3:20])[CH3:19]. (9) The yield is 0.540. The product is [C:25]([C:15]1[C:14]([C:4]2[CH:3]=[CH:10][CH:9]=[CH:8][CH:20]=2)=[CH:13][C:12]2[CH2:11][C:10]3[C:18]([C:17]=2[CH:16]=1)=[CH:19][C:20]([C:21]([CH3:24])([CH3:22])[CH3:23])=[C:8]([C:30]1[CH:35]=[CH:34][CH:33]=[CH:32][CH:31]=1)[CH:9]=3)([CH3:27])([CH3:26])[CH3:28]. The reactants are CO[CH2:3][CH2:4]OC.Br[C:8]1[C:20]([C:21]([CH3:24])([CH3:23])[CH3:22])=[CH:19][C:18]2[C:17]3[C:12](=[CH:13][C:14](Br)=[C:15]([C:25]([CH3:28])([CH3:27])[CH3:26])[CH:16]=3)[CH2:11][C:10]=2[CH:9]=1.[C:30]1(OB(O)O)[CH:35]=[CH:34][CH:33]=[CH:32][CH:31]=1. The catalyst is C(O)C.